Dataset: NCI-60 drug combinations with 297,098 pairs across 59 cell lines. Task: Regression. Given two drug SMILES strings and cell line genomic features, predict the synergy score measuring deviation from expected non-interaction effect. Cell line: IGROV1. Synergy scores: CSS=64.8, Synergy_ZIP=-4.02, Synergy_Bliss=-3.54, Synergy_Loewe=2.28, Synergy_HSA=3.45. Drug 1: CC1=C2C(C(=O)C3(C(CC4C(C3C(C(C2(C)C)(CC1OC(=O)C(C(C5=CC=CC=C5)NC(=O)OC(C)(C)C)O)O)OC(=O)C6=CC=CC=C6)(CO4)OC(=O)C)OC)C)OC. Drug 2: CC1C(C(CC(O1)OC2CC(CC3=C2C(=C4C(=C3O)C(=O)C5=CC=CC=C5C4=O)O)(C(=O)C)O)N)O.